Dataset: Reaction yield outcomes from USPTO patents with 853,638 reactions. Task: Predict the reaction yield, written as a fraction of the theoretical maximum amount of product (1.0 means a 100% yield; for example, 0.34 means a 34% yield). (1) The reactants are [Br:1][C:2]1[CH:13]=[CH:12][C:5]([O:6][C:7]([CH3:11])([CH3:10])[CH:8]=[O:9])=[CH:4][CH:3]=1.[CH3:14][Mg]Br.[Cl-].[NH4+]. The catalyst is O1CCCC1. The product is [Br:1][C:2]1[CH:13]=[CH:12][C:5]([O:6][C:7]([CH3:10])([CH3:11])[CH:8]([OH:9])[CH3:14])=[CH:4][CH:3]=1. The yield is 0.700. (2) The reactants are [Cl:1][C:2]1[N:10]=[C:9]2[C:5]([NH:6][CH:7]=[N:8]2)=[C:4]([Cl:11])[N:3]=1.C(=O)([O-])[O-].[K+].[K+].[CH:18]1(I)[CH2:23][CH2:22][CH2:21][CH2:20][CH2:19]1. The catalyst is CS(C)=O. The product is [CH:18]1([N:8]2[CH:7]=[N:6][C:5]3[C:9]2=[N:10][C:2]([Cl:1])=[N:3][C:4]=3[Cl:11])[CH2:23][CH2:22][CH2:21][CH2:20][CH2:19]1. The yield is 0.410. (3) The reactants are Br[C:2]1[C:3]([Cl:31])=[CH:4][C:5]([O:29]C)=[C:6]([CH2:8][CH2:9][C:10]([N:12]2[CH2:17][CH2:16][N:15]([CH:18]3[CH2:21][N:20]([C:22]([O:24][C:25]([CH3:28])([CH3:27])[CH3:26])=[O:23])[CH2:19]3)[CH2:14][CH2:13]2)=[O:11])[CH:7]=1.[CH:32]1(B(O)O)[CH2:34][CH2:33]1.C1(P(C2CCCCC2)C2CCCCC2)CCCCC1. The catalyst is C1(C)C=CC=CC=1.O.CC([O-])=O.CC([O-])=O.[Pd+2]. The product is [Cl:31][C:3]1[C:2]([CH:32]2[CH2:34][CH2:33]2)=[CH:7][C:6]([CH2:8][CH2:9][C:10]([N:12]2[CH2:13][CH2:14][N:15]([CH:18]3[CH2:21][N:20]([C:22]([O:24][C:25]([CH3:26])([CH3:27])[CH3:28])=[O:23])[CH2:19]3)[CH2:16][CH2:17]2)=[O:11])=[C:5]([OH:29])[CH:4]=1. The yield is 0.750. (4) The reactants are C[O:2][C:3]1[CH:8]=[CH:7][C:6]([C:9]2[CH:14]=[CH:13][C:12]([C:15]#[N:16])=[CH:11][C:10]=2[CH3:17])=[CH:5][CH:4]=1.B(Br)(Br)Br. No catalyst specified. The product is [OH:2][C:3]1[CH:4]=[CH:5][C:6]([C:9]2[CH:14]=[CH:13][C:12]([C:15]#[N:16])=[CH:11][C:10]=2[CH3:17])=[CH:7][CH:8]=1. The yield is 0.980.